Dataset: Full USPTO retrosynthesis dataset with 1.9M reactions from patents (1976-2016). Task: Predict the reactants needed to synthesize the given product. (1) Given the product [Br:20][C:7]1[CH:6]=[C:5]([C:4]#[C:3][C:2]([CH3:14])([CH3:13])[CH3:1])[S:9][C:8]=1[C:10]([OH:12])=[O:11], predict the reactants needed to synthesize it. The reactants are: [CH3:1][C:2]([CH3:14])([CH3:13])[C:3]#[C:4][C:5]1[S:9][C:8]([C:10]([OH:12])=[O:11])=[CH:7][CH:6]=1.[Li]CCCC.[Br:20]C(F)(F)C(Br)(F)F. (2) The reactants are: [Li+].CC([N-]C(C)C)C.[C:9]([O:15][CH3:16])(=[O:14])[CH2:10][C:11]([CH3:13])=[O:12].[CH:17]1([C:22](=[O:36])[CH2:23][CH2:24][C:25]#[C:26][C:27]2[CH:32]=[C:31]([CH3:33])[C:30]([OH:34])=[CH:29][C:28]=2[CH3:35])[CH2:21][CH2:20][CH2:19][CH2:18]1. Given the product [CH3:16][O:15][C:9](=[O:14])[CH2:10][C:11](=[O:12])[CH2:13][C:22]([CH:17]1[CH2:21][CH2:20][CH2:19][CH2:18]1)([OH:36])[CH2:23][CH2:24][C:25]#[C:26][C:27]1[CH:32]=[C:31]([CH3:33])[C:30]([OH:34])=[CH:29][C:28]=1[CH3:35], predict the reactants needed to synthesize it.